From a dataset of Catalyst prediction with 721,799 reactions and 888 catalyst types from USPTO. Predict which catalyst facilitates the given reaction. (1) Reactant: [Cl:1][C:2]1[CH:3]=[C:4]2[C:9](=[CH:10][CH:11]=1)[C:8]([CH3:13])([CH3:12])[C:7](=[O:14])[C:6]([C:15](OCC)=[O:16])=[C:5]2[OH:20].Cl.[CH3:22][O:23][C:24](=[O:28])[C@@H:25]([CH3:27])[NH2:26].C(N(C(C)C)C(C)C)C. Product: [Cl:1][C:2]1[CH:3]=[C:4]2[C:9](=[CH:10][CH:11]=1)[C:8]([CH3:12])([CH3:13])[C:7](=[O:14])[C:6]([C:15]([NH:26][C@@H:25]([C:24]([O:23][CH3:22])=[O:28])[CH3:27])=[O:16])=[C:5]2[OH:20]. The catalyst class is: 12. (2) Reactant: B(Br)(Br)Br.[CH2:5]([NH:7][C:8](=[O:10])[O-:9])[CH3:6].C[O:12][C:13]1[C:14]([Cl:26])=[CH:15][C:16]2[CH:17]([CH3:25])[CH:18]3[CH2:22][NH:21][CH2:20][CH:19]3[C:23]=2[CH:24]=1. Product: [CH2:5]([NH:7][C:8](=[O:9])[O-:10])[CH3:6].[OH:12][C:13]1[C:14]([Cl:26])=[CH:15][C:16]2[CH:17]([CH3:25])[CH:18]3[CH2:22][NH:21][CH2:20][CH:19]3[C:23]=2[CH:24]=1. The catalyst class is: 2.